This data is from Kir2.1 potassium channel HTS with 301,493 compounds. The task is: Binary Classification. Given a drug SMILES string, predict its activity (active/inactive) in a high-throughput screening assay against a specified biological target. (1) The molecule is S(c1n(cnc1[N+]([O-])=O)C)c1n(c(nn1)c1cccnc1)C. The result is 0 (inactive). (2) The drug is Clc1c(NC(=O)CSc2[nH]c(N)cc(=O)n2)cc(Cl)cc1. The result is 0 (inactive). (3) The compound is O(CC(C)C)c1c(OC)cc(cc1)C(OCC(=O)NCCCc1ccccc1)=O. The result is 0 (inactive).